Task: Predict the product of the given reaction.. Dataset: Forward reaction prediction with 1.9M reactions from USPTO patents (1976-2016) (1) Given the reactants [H-].[Na+].[CH:3]1([C@@H:9]([NH:11][C:12]([C:14]2[C:23]3[C:18](=[CH:19][CH:20]=[CH:21][CH:22]=3)[N:17]=[C:16]([C:24]3[CH:29]=[CH:28][CH:27]=[CH:26][CH:25]=3)[C:15]=2[CH2:30][N:31]2[CH2:36][CH2:35][N:34]([C:37]3[CH:42]=[CH:41][CH:40]=[CH:39][CH:38]=3)[C:33](=[O:43])[CH2:32]2)=[O:13])[CH3:10])[CH2:8][CH2:7][CH2:6][CH2:5][CH2:4]1.[CH2:44](Br)C1C=CC=CC=1.[Na+].[Cl-], predict the reaction product. The product is: [CH:3]1([C@@H:9]([NH:11][C:12]([C:14]2[C:23]3[C:18](=[CH:19][CH:20]=[CH:21][CH:22]=3)[N:17]=[C:16]([C:24]3[CH:25]=[CH:26][CH:27]=[CH:28][CH:29]=3)[C:15]=2[CH2:30][N:31]2[CH2:36][CH2:35][N:34]([CH2:37][C:38]3[CH:44]=[CH:42][CH:41]=[CH:40][CH:39]=3)[C:33](=[O:43])[CH2:32]2)=[O:13])[CH3:10])[CH2:4][CH2:5][CH2:6][CH2:7][CH2:8]1. (2) Given the reactants Br[C:2]1[CH:7]=[CH:6][C:5]([C:8]2([C:11]([O:13][C:14]([CH3:17])([CH3:16])[CH3:15])=[O:12])[CH2:10][CH2:9]2)=[CH:4][CH:3]=1.[N:18]1([C:24]([O:26][C:27]([CH3:30])([CH3:29])[CH3:28])=[O:25])[CH2:23][CH2:22][NH:21][CH2:20][CH2:19]1.CCC([O-])(C)C.[Na+].ClCCl.C1(C)C=CC=CC=1, predict the reaction product. The product is: [C:14]([O:13][C:11]([C:8]1([C:5]2[CH:6]=[CH:7][C:2]([N:21]3[CH2:20][CH2:19][N:18]([C:24]([O:26][C:27]([CH3:30])([CH3:29])[CH3:28])=[O:25])[CH2:23][CH2:22]3)=[CH:3][CH:4]=2)[CH2:10][CH2:9]1)=[O:12])([CH3:17])([CH3:16])[CH3:15]. (3) The product is: [N:14]([C:10]1[C:9]([CH3:15])=[N:8][C:7]([O:6][CH3:5])=[N:12][C:11]=1[CH3:13])=[C:1]=[S:2]. Given the reactants [C:1](Cl)(Cl)=[S:2].[CH3:5][O:6][C:7]1[N:12]=[C:11]([CH3:13])[C:10]([NH2:14])=[C:9]([CH3:15])[N:8]=1, predict the reaction product. (4) Given the reactants [Cl:1][C:2]1[CH:8]=[CH:7][C:5]([NH2:6])=[CH:4][CH:3]=1.Cl.C(O[CH:14](O)[C:15]([CH3:17])=[CH2:16])(=O)C.CC(=C)C(O)O, predict the reaction product. The product is: [Cl:1][C:2]1[CH:8]=[C:7]2[C:5](=[CH:4][CH:3]=1)[N:6]=[CH:16][C:15]([CH3:17])=[CH:14]2. (5) Given the reactants Br[C:2]1[S:3][C:4]([Br:7])=[CH:5][N:6]=1.[OH:8][C:9]1[CH:14]=[CH:13][C:12](B(O)O)=[CH:11][CH:10]=1.P([O-])([O-])([O-])=O.[K+].[K+].[K+], predict the reaction product. The product is: [Br:7][C:4]1[S:3][C:2]([C:12]2[CH:13]=[CH:14][C:9]([OH:8])=[CH:10][CH:11]=2)=[N:6][CH:5]=1. (6) The product is: [O:2]=[C:3]1[C:8]([NH:9][C:10](=[O:29])[C@@H:11]([NH:19][C:20]2([C:23]3[CH:28]=[CH:27][CH:26]=[CH:25][N:24]=3)[CH2:22][CH2:21]2)[CH2:12][C:13]2[CH:14]=[CH:15][CH:16]=[CH:17][CH:18]=2)=[CH:7][C:6]([C:30]2[CH:31]=[CH:32][N:33]=[CH:34][CH:35]=2)=[CH:5][NH:4]1. Given the reactants C[O:2][C:3]1[C:8]([NH:9][C:10](=[O:29])[C@@H:11]([NH:19][C:20]2([C:23]3[CH:28]=[CH:27][CH:26]=[CH:25][N:24]=3)[CH2:22][CH2:21]2)[CH2:12][C:13]2[CH:18]=[CH:17][CH:16]=[CH:15][CH:14]=2)=[CH:7][C:6]([C:30]2[CH:35]=[CH:34][N:33]=[CH:32][CH:31]=2)=[CH:5][N:4]=1.Cl, predict the reaction product. (7) Given the reactants [NH:1]1[CH:5]=[C:4]([OH:6])[CH:3]=[N:2]1.BrC1C=NC=C(Cl)C=1CO[CH:16]1[CH2:21][CH2:20][CH2:19][CH2:18][O:17]1.Br[C:24]1[C:33]2[C:28](=[C:29]([OH:34])[CH:30]=[CH:31][CH:32]=2)[N:27]=[C:26]([CH3:35])[CH:25]=1.CC1C=C(C2N(C)C=CN=2)[C:44]2C(=[C:40]([OH:53])[CH:41]=[CH:42][CH:43]=2)N=1, predict the reaction product. The product is: [CH3:35][C:26]1[CH:25]=[C:24]([C:5]2[C:4]([O:6][CH:44]3[CH2:43][CH2:42][CH2:41][CH2:40][O:53]3)=[CH:3][N:2]([CH:18]3[CH2:19][CH2:20][CH2:21][CH2:16][O:17]3)[N:1]=2)[C:33]2[C:28](=[C:29]([OH:34])[CH:30]=[CH:31][CH:32]=2)[N:27]=1. (8) Given the reactants C(=O)(O)[O-].[Na+].[N:6]1([C:31]2C=CC=C[N:32]=2)[CH2:11][CH2:10][CH:9]([O:12][N:13]=[C:14]2[CH2:19][CH2:18][N:17]([C:20]3[CH:25]=[CH:24][C:23]([S:26]([CH3:29])(=[O:28])=[O:27])=[CH:22][C:21]=3[F:30])[CH2:16][CH2:15]2)[CH2:8][CH2:7]1.N#CBr.C(=O)([O-])[O-].[Na+].[Na+].S([O-])([O-])(=O)=O.[Mg+2], predict the reaction product. The product is: [F:30][C:21]1[CH:22]=[C:23]([S:26]([CH3:29])(=[O:27])=[O:28])[CH:24]=[CH:25][C:20]=1[N:17]1[CH2:18][CH2:19][C:14](=[N:13][O:12][CH:9]2[CH2:10][CH2:11][N:6]([C:31]#[N:32])[CH2:7][CH2:8]2)[CH2:15][CH2:16]1.